Regression/Classification. Given a drug SMILES string, predict its absorption, distribution, metabolism, or excretion properties. Task type varies by dataset: regression for continuous measurements (e.g., permeability, clearance, half-life) or binary classification for categorical outcomes (e.g., BBB penetration, CYP inhibition). Dataset: cyp2d6_veith. From a dataset of CYP2D6 inhibition data for predicting drug metabolism from PubChem BioAssay. (1) The compound is Cc1cc(NC(=O)Nc2ccc(F)cc2)no1. The result is 0 (non-inhibitor). (2) The drug is N#Cc1cccc(NC(=O)N2CC[C@@]3(CCCNC3)C2)c1. The result is 0 (non-inhibitor). (3) The compound is O=C(NN1C(=O)c2ccccc2C1=O)C1CCCCC1. The result is 0 (non-inhibitor). (4) The drug is Cc1ccc(S(=O)(=O)Oc2cc(N)c3c(n2)CCC3)cc1. The result is 0 (non-inhibitor). (5) The result is 0 (non-inhibitor). The compound is Cc1ccc(COn2c(-c3ccc(Cl)cc3)nc3ccc([N+](=O)[O-])cc32)cc1. (6) The result is 0 (non-inhibitor). The drug is O=C(c1ccncc1)N1CCC2(CCCN(c3ccncc3)C2)CC1. (7) The compound is Cc1cccc(CNc2ncncc2-c2ccc(C(=O)N(C)C)cc2)c1. The result is 0 (non-inhibitor).